From a dataset of Forward reaction prediction with 1.9M reactions from USPTO patents (1976-2016). Predict the product of the given reaction. (1) The product is: [CH2:33]1[C:34]2[C:30](=[CH:29][C:28]([NH:27][C:25](=[O:26])[CH2:24][CH2:23][CH2:22][CH2:21][S:12][C:6]3[N:5]([C:13]4[CH:18]=[CH:17][CH:16]=[CH:15][CH:14]=4)[C:4](=[O:19])[C:3]4[C:8](=[CH:9][CH:10]=[CH:11][C:2]=4[F:1])[N:7]=3)=[CH:36][CH:35]=2)[CH2:31][CH2:32]1. Given the reactants [F:1][C:2]1[CH:11]=[CH:10][CH:9]=[C:8]2[C:3]=1[C:4](=[O:19])[N:5]([C:13]1[CH:18]=[CH:17][CH:16]=[CH:15][CH:14]=1)[C:6]([SH:12])=[N:7]2.Cl[CH2:21][CH2:22][CH2:23][CH2:24][C:25]([NH:27][C:28]1[CH:29]=[C:30]2[C:34](=[CH:35][CH:36]=1)[CH2:33][CH2:32][CH2:31]2)=[O:26], predict the reaction product. (2) Given the reactants [CH2:1]([O:8][CH2:9][CH:10]([CH:25]([CH3:27])[CH3:26])[CH2:11][CH:12]([NH:17][C:18]([O:20][C:21]([CH3:24])([CH3:23])[CH3:22])=[O:19])[C:13](OC)=[O:14])[C:2]1[CH:7]=[CH:6][CH:5]=[CH:4][CH:3]=1.[BH4-].[Li+], predict the reaction product. The product is: [CH2:1]([O:8][CH2:9][CH:10]([CH:25]([CH3:27])[CH3:26])[CH2:11][CH:12]([NH:17][C:18](=[O:19])[O:20][C:21]([CH3:22])([CH3:23])[CH3:24])[CH2:13][OH:14])[C:2]1[CH:3]=[CH:4][CH:5]=[CH:6][CH:7]=1. (3) Given the reactants [C:1]12([CH2:11][CH2:12][N:13]([CH2:26][CH2:27][CH2:28][CH2:29][CH3:30])[C:14](=[O:25])[CH2:15][CH2:16][N:17]=[CH:18][C:19]3[CH:24]=[CH:23][N:22]=[CH:21][CH:20]=3)[CH2:10][CH:5]3[CH2:6][CH:7]([CH2:9][CH:3]([CH2:4]3)[CH2:2]1)[CH2:8]2, predict the reaction product. The product is: [C:1]12([CH2:11][CH2:12][N:13]([CH2:26][CH2:27][CH2:28][CH2:29][CH3:30])[C:14](=[O:25])[CH2:15][CH2:16][NH:17][CH2:18][C:19]3[CH:24]=[CH:23][N:22]=[CH:21][CH:20]=3)[CH2:8][CH:7]3[CH2:6][CH:5]([CH2:4][CH:3]([CH2:9]3)[CH2:2]1)[CH2:10]2. (4) Given the reactants O1[CH2:5][CH2:4][CH2:3]C1.[CH3:6][C:7](C)([O-])[CH3:8].[K+].[Br:12][C:13]1[CH:25]=[CH:24][C:23]2[C:22]3[C:17](=[CH:18][CH:19]=[CH:20][CH:21]=3)[CH2:16][C:15]=2[CH:14]=1.C(Br)CC, predict the reaction product. The product is: [Br:12][C:13]1[CH:25]=[CH:24][C:23]2[C:22]3[C:17](=[CH:18][CH:19]=[CH:20][CH:21]=3)[C:16]([CH2:6][CH2:7][CH3:8])([CH2:3][CH2:4][CH3:5])[C:15]=2[CH:14]=1. (5) Given the reactants [CH3:1][O:2][CH2:3][CH2:4][N:5]1[CH2:9][C@@H:8]([C:10]2[CH:15]=[CH:14][N:13]=[CH:12][CH:11]=2)[C@H:7](C([O-])=O)[CH2:6]1.[Li+].CC[N:22]([CH:26](C)C)C(C)C.C1(P(N=[N+]=[N-])(C2C=CC=CC=2)=[O:36])C=CC=CC=1.[CH2:46]([OH:53])[C:47]1[CH:52]=[CH:51][CH:50]=[CH:49][CH:48]=1, predict the reaction product. The product is: [CH3:1][O:2][CH2:3][CH2:4][N:5]1[CH2:9][C@@H:8]([C:10]2[CH:11]=[CH:12][N:13]=[CH:14][CH:15]=2)[C@H:7]([NH:22][C:26](=[O:36])[O:53][CH2:46][C:47]2[CH:52]=[CH:51][CH:50]=[CH:49][CH:48]=2)[CH2:6]1. (6) Given the reactants C([O:3][C:4](=[O:30])[C:5]1[CH:10]=[CH:9][CH:8]=[C:7]([CH:11]2[CH2:16][CH2:15][N:14]([C:17](=[O:29])[CH2:18][N:19]3[C:23]([CH3:24])=[CH:22][C:21]([C:25]([F:28])([F:27])[F:26])=[N:20]3)[CH2:13][CH2:12]2)[CH:6]=1)C.[OH-].[Na+], predict the reaction product. The product is: [CH3:24][C:23]1[N:19]([CH2:18][C:17]([N:14]2[CH2:15][CH2:16][CH:11]([C:7]3[CH:6]=[C:5]([CH:10]=[CH:9][CH:8]=3)[C:4]([OH:30])=[O:3])[CH2:12][CH2:13]2)=[O:29])[N:20]=[C:21]([C:25]([F:28])([F:26])[F:27])[CH:22]=1.